Dataset: Catalyst prediction with 721,799 reactions and 888 catalyst types from USPTO. Task: Predict which catalyst facilitates the given reaction. Reactant: Br[C:2]1[N:3]([CH2:21][C:22]([N:24]([CH3:26])[CH3:25])=[O:23])[C:4]2[C:9]([C:10]=1[CH:11]1[CH2:16][CH2:15][CH2:14][CH2:13][CH2:12]1)=[CH:8][CH:7]=[C:6]([C:17]([O:19][CH3:20])=[O:18])[CH:5]=2.[NH:27]1[C:35]2[C:30](=[CH:31][CH:32]=[C:33](C(OC)=O)[CH:34]=2)[CH:29]=[CH:28]1.C([O-])([O-])=O.[Na+].[Na+].N1C2C(=C(B(O)O)C=CC=2)C=C1. Product: [CH:11]1([C:10]2[C:9]3[C:4](=[CH:5][C:6]([C:17]([O:19][CH3:20])=[O:18])=[CH:7][CH:8]=3)[N:3]([CH2:21][C:22]([N:24]([CH3:26])[CH3:25])=[O:23])[C:2]=2[C:31]2[C:30]3[CH:29]=[CH:28][NH:27][C:35]=3[CH:34]=[CH:33][CH:32]=2)[CH2:16][CH2:15][CH2:14][CH2:13][CH2:12]1. The catalyst class is: 184.